Dataset: Forward reaction prediction with 1.9M reactions from USPTO patents (1976-2016). Task: Predict the product of the given reaction. (1) Given the reactants [Br:1][C:2]1[CH:11]=[C:10]2[C:5]([C:6](=[O:12])[CH2:7][CH2:8][O:9]2)=[CH:4][CH:3]=1.[F:13][C:14]([F:25])([F:24])[O:15][C:16]1[CH:23]=[CH:22][C:19]([CH:20]=O)=[CH:18][CH:17]=1, predict the reaction product. The product is: [Br:1][C:2]1[CH:11]=[C:10]2[C:5]([C:6](=[O:12])[C:7](=[CH:20][C:19]3[CH:22]=[CH:23][C:16]([O:15][C:14]([F:13])([F:24])[F:25])=[CH:17][CH:18]=3)[CH2:8][O:9]2)=[CH:4][CH:3]=1. (2) Given the reactants I[C:2]1[CH:10]=[CH:9][C:8]([S:11]([CH3:14])(=[O:13])=[O:12])=[CH:7][C:3]=1[C:4]([OH:6])=[O:5].[F:15][C:16]1[CH:17]=[C:18](B(O)O)[CH:19]=[C:20]([F:22])[CH:21]=1, predict the reaction product. The product is: [F:15][C:16]1[CH:17]=[C:18]([C:2]2[C:3]([C:4]([OH:6])=[O:5])=[CH:7][C:8]([S:11]([CH3:14])(=[O:13])=[O:12])=[CH:9][CH:10]=2)[CH:19]=[C:20]([F:22])[CH:21]=1. (3) Given the reactants [F:1][C:2]1[CH:7]=[CH:6][C:5]([C:8]2[C:13]([CH3:14])=[N:12][NH:11][C:10](=O)[C:9]=2[C:16]2[C:21]([F:22])=[CH:20][C:19]([F:23])=[CH:18][C:17]=2[F:24])=[CH:4][CH:3]=1.P(Cl)(Cl)([Cl:27])=O, predict the reaction product. The product is: [Cl:27][C:10]1[N:11]=[N:12][C:13]([CH3:14])=[C:8]([C:5]2[CH:6]=[CH:7][C:2]([F:1])=[CH:3][CH:4]=2)[C:9]=1[C:16]1[C:21]([F:22])=[CH:20][C:19]([F:23])=[CH:18][C:17]=1[F:24]. (4) The product is: [C:1]1([CH:11]([C:27](=[O:29])[CH3:28])[C:12]([O:14][CH2:15][CH3:16])=[O:13])[C:10]2[C:5](=[CH:6][CH:7]=[CH:8][CH:9]=2)[CH:4]=[CH:3][CH:2]=1. Given the reactants [C:1]1([CH2:11][C:12]([O:14][CH2:15][CH3:16])=[O:13])[C:10]2[C:5](=[CH:6][CH:7]=[CH:8][CH:9]=2)[CH:4]=[CH:3][CH:2]=1.[Li+].C[Si]([N-][Si](C)(C)C)(C)C.[C:27](OC(=O)C)(=[O:29])[CH3:28].Cl, predict the reaction product. (5) Given the reactants [OH:1][C:2]1[CH:19]=[CH:18][C:17]2[C@@H:16]3[C@H:7]([C@H:8]4[C@@:12]([CH2:14][C@@H:15]3[CH2:20][CH2:21][CH2:22][CH2:23][CH2:24][CH2:25][CH2:26][CH2:27][CH2:28][C@H:29]([CH2:46][CH2:47][C:48]([F:60])([F:59])[C:49]([F:58])([F:57])[C:50]([F:56])([F:55])[C:51]([F:54])([F:53])[F:52])[C:30]([N:32]3[C@H](C5C=CC=CC=5)[C@H](C)N(C)C3=O)=[O:31])([CH3:13])[C@@H:11]([OH:61])[CH2:10][CH2:9]4)[CH2:6][CH2:5][C:4]=2[CH:3]=1.[OH-:62].C([N+](CCCC)(CCCC)CCCC)CCC.[OH:80]O.C[O:83]CCOC, predict the reaction product. The product is: [C:30](#[N:32])[CH3:29].[OH2:1].[F:52][C:51]([F:54])([F:53])[C:50]([OH:80])=[O:62].[OH:62][C:2]1[CH:19]=[CH:18][C:17]2[C@@H:16]3[C@H:7]([C@H:8]4[C@@:12]([CH2:14][C@@H:15]3[CH2:20][CH2:21][CH2:22][CH2:23][CH2:24][CH2:25][CH2:26][CH2:27][CH2:28][C@H:29]([CH2:46][CH2:47][C:48]([F:59])([F:60])[C:49]([F:57])([F:58])[C:50]([F:56])([F:55])[C:51]([F:54])([F:52])[F:53])[C:30]([OH:83])=[O:31])([CH3:13])[C@@H:11]([OH:61])[CH2:10][CH2:9]4)[CH2:6][CH2:5][C:4]=2[CH:3]=1. (6) Given the reactants [CH3:1][C:2]1([CH3:25])[CH2:11][CH2:10][C:9]([CH3:13])([CH3:12])[C:8]2[CH:7]=[C:6]([C:14]3[S:15][C:16]([CH:19]4[CH2:24][CH2:23][NH:22][CH2:21][CH2:20]4)=[CH:17][N:18]=3)[CH:5]=[CH:4][C:3]1=2.C([O:29][CH2:30][CH2:31][CH2:32][CH2:33]Br)(=O)C.[OH-].[Na+], predict the reaction product. The product is: [CH3:1][C:2]1([CH3:25])[CH2:11][CH2:10][C:9]([CH3:12])([CH3:13])[C:8]2[CH:7]=[C:6]([C:14]3[S:15][C:16]([CH:19]4[CH2:24][CH2:23][N:22]([CH2:33][CH2:32][CH2:31][CH2:30][OH:29])[CH2:21][CH2:20]4)=[CH:17][N:18]=3)[CH:5]=[CH:4][C:3]1=2.